This data is from Forward reaction prediction with 1.9M reactions from USPTO patents (1976-2016). The task is: Predict the product of the given reaction. (1) Given the reactants [CH2:1]([O:4][C:5]([CH3:9])([CH3:8])[CH2:6][OH:7])[CH:2]=[CH2:3].ClC1C=CC=C(C(OO)=[O:18])C=1.C(=O)([O-])O.[Na+].S([O-])([O-])(=O)=S.[Na+].[Na+], predict the reaction product. The product is: [CH3:8][C:5]([O:4][CH2:1][CH:2]1[CH2:3][O:18]1)([CH3:9])[CH2:6][OH:7]. (2) Given the reactants [NH2:1][C:2]1[C:11]([C:12]#[N:13])=[C:10](O)[C:9]2[C:4](=[CH:5][CH:6]=[C:7]([N:15]([CH3:17])[CH3:16])[CH:8]=2)[N:3]=1.P(Cl)(Cl)([Cl:20])=O.[OH-].[Na+], predict the reaction product. The product is: [NH2:1][C:2]1[C:11]([C:12]#[N:13])=[C:10]([Cl:20])[C:9]2[C:4](=[CH:5][CH:6]=[C:7]([N:15]([CH3:17])[CH3:16])[CH:8]=2)[N:3]=1. (3) Given the reactants [Cl-].[Cl-].[Ca+2].[CH2:4]([N:11]1[C:16](=[O:17])[CH:15]=[C:14]([C:18](OCC)=[O:19])[CH:13]=[N:12]1)[C:5]1[CH:10]=[CH:9][CH:8]=[CH:7][CH:6]=1.[BH4-].[Na+], predict the reaction product. The product is: [CH2:4]([N:11]1[C:16](=[O:17])[CH:15]=[C:14]([CH2:18][OH:19])[CH:13]=[N:12]1)[C:5]1[CH:10]=[CH:9][CH:8]=[CH:7][CH:6]=1. (4) Given the reactants [C:1]1([S:7][CH:8]=[CH:9][C:10]([O:12][C:13]2[CH:18]=[CH:17][C:16]([C:19]3[CH:24]=[CH:23][CH:22]=[CH:21][CH:20]=3)=[CH:15][CH:14]=2)=[O:11])[CH:6]=[CH:5][CH:4]=[CH:3][CH:2]=1.[C:25](OC1C=CC(C2C=CC=CC=2)=CC=1)(=O)C#C.C1C=CC(CS)=CC=1, predict the reaction product. The product is: [CH2:1]([S:7][CH:8]=[CH:9][C:10]([O:12][C:13]1[CH:14]=[CH:15][C:16]([C:19]2[CH:20]=[CH:21][CH:22]=[CH:23][CH:24]=2)=[CH:17][CH:18]=1)=[O:11])[C:6]1[CH:5]=[CH:4][CH:3]=[CH:2][CH:25]=1. (5) Given the reactants CSC.B(F)(F)F.CCOCC.[CH3:13][O:14][C:15](=[O:38])[CH:16]([O:35][CH2:36][CH3:37])[CH2:17][C:18]1[C:26]2[O:25][CH:24]=[CH:23][C:22]=2[C:21]([O:27]CC2C=CC=CC=2)=[CH:20][CH:19]=1, predict the reaction product. The product is: [CH3:13][O:14][C:15](=[O:38])[CH:16]([O:35][CH2:36][CH3:37])[CH2:17][C:18]1[C:26]2[O:25][CH:24]=[CH:23][C:22]=2[C:21]([OH:27])=[CH:20][CH:19]=1. (6) Given the reactants [ClH:1].OC1C(C(F)(F)F)=C(OCC2C=CC=C(CNC)C=2)C=CC=1C(=O)C.CN1C(C(O)=O)=CN=C1.Cl.CN(C)CCCN=C=NCC.O.ON1C2C=CC=CC=2N=N1.C(N(CC)CC)C.[C:66]([C:69]1[CH:93]=[CH:92][C:72]([O:73][CH2:74][C:75]2[CH:76]=[C:77]([CH:89]=[CH:90][CH:91]=2)[CH2:78][N:79]([CH3:88])[C:80]([C:82]2[N:83]([CH3:87])[CH:84]=[N:85][CH:86]=2)=[O:81])=[C:71]([C:94]([F:97])([F:96])[F:95])[C:70]=1[OH:98])(=[O:68])[CH3:67].Cl, predict the reaction product. The product is: [ClH:1].[C:66]([C:69]1[CH:93]=[CH:92][C:72]([O:73][CH2:74][C:75]2[CH:76]=[C:77]([CH:89]=[CH:90][CH:91]=2)[CH2:78][N:79]([CH3:88])[C:80]([C:82]2[N:83]([CH3:87])[CH:84]=[N:85][CH:86]=2)=[O:81])=[C:71]([C:94]([F:95])([F:96])[F:97])[C:70]=1[OH:98])(=[O:68])[CH3:67]. (7) Given the reactants [CH2:1]([N:8]1[CH2:13][CH2:12][C:11]2([C:21]3[C:16](=[CH:17][CH:18]=[CH:19][C:20]=3[CH2:22][NH:23][CH:24]3[CH2:28][CH2:27][CH2:26][CH2:25]3)[N:15]([C:29]3[C:30]4[CH:37]([CH:38]([CH3:40])[CH3:39])[CH2:36][CH2:35][C:31]=4[N:32]=[CH:33][N:34]=3)[CH2:14]2)[CH2:10][CH2:9]1)[C:2]1[CH:7]=[CH:6][CH:5]=[CH:4][CH:3]=1.[CH3:41][C:42]([O:45][C:46](O[C:46]([O:45][C:42]([CH3:44])([CH3:43])[CH3:41])=[O:47])=[O:47])([CH3:44])[CH3:43], predict the reaction product. The product is: [CH2:1]([N:8]1[CH2:13][CH2:12][C:11]2([C:21]3[C:16](=[CH:17][CH:18]=[CH:19][C:20]=3[CH2:22][N:23]([CH:24]3[CH2:28][CH2:27][CH2:26][CH2:25]3)[C:46](=[O:47])[O:45][C:42]([CH3:44])([CH3:43])[CH3:41])[N:15]([C:29]3[C:30]4[CH:37]([CH:38]([CH3:40])[CH3:39])[CH2:36][CH2:35][C:31]=4[N:32]=[CH:33][N:34]=3)[CH2:14]2)[CH2:10][CH2:9]1)[C:2]1[CH:3]=[CH:4][CH:5]=[CH:6][CH:7]=1. (8) Given the reactants C(N(C(C)C)C(C)C)C.[F:10][C:11]([F:27])([F:26])[C:12]1[CH:13]=[C:14]([CH:22]([OH:25])[CH2:23][OH:24])[CH:15]=[C:16]([C:18]([F:21])([F:20])[F:19])[CH:17]=1.Cl[CH2:29][O:30][CH2:31][CH2:32][Si:33]([CH3:36])([CH3:35])[CH3:34].O, predict the reaction product. The product is: [F:10][C:11]([F:26])([F:27])[C:12]1[CH:13]=[C:14]([CH:22]([CH2:23][O:24][CH2:29][O:30][CH2:31][CH2:32][Si:33]([CH3:36])([CH3:35])[CH3:34])[OH:25])[CH:15]=[C:16]([C:18]([F:20])([F:21])[F:19])[CH:17]=1.